From a dataset of NCI-60 drug combinations with 297,098 pairs across 59 cell lines. Regression. Given two drug SMILES strings and cell line genomic features, predict the synergy score measuring deviation from expected non-interaction effect. Drug 1: CC1=C(C=C(C=C1)NC2=NC=CC(=N2)N(C)C3=CC4=NN(C(=C4C=C3)C)C)S(=O)(=O)N.Cl. Drug 2: CN1C2=C(C=C(C=C2)N(CCCl)CCCl)N=C1CCCC(=O)O.Cl. Cell line: MDA-MB-435. Synergy scores: CSS=-5.55, Synergy_ZIP=3.46, Synergy_Bliss=1.91, Synergy_Loewe=-3.03, Synergy_HSA=-2.46.